This data is from Ames mutagenicity test results for genotoxicity prediction. The task is: Regression/Classification. Given a drug SMILES string, predict its toxicity properties. Task type varies by dataset: regression for continuous values (e.g., LD50, hERG inhibition percentage) or binary classification for toxic/non-toxic outcomes (e.g., AMES mutagenicity, cardiotoxicity, hepatotoxicity). Dataset: ames. (1) The molecule is COc1ccc(CN2C3c4ccccc4-c4ccccc4C32)cc1. The result is 1 (mutagenic). (2) The drug is CC(=O)OCNC(=O)c1ccc(Cl)cc1. The result is 0 (non-mutagenic). (3) The drug is Cc1ccccc1Br. The result is 0 (non-mutagenic). (4) The compound is CCCCCCCCCCCCCCCCN. The result is 0 (non-mutagenic).